From a dataset of NCI-60 drug combinations with 297,098 pairs across 59 cell lines. Regression. Given two drug SMILES strings and cell line genomic features, predict the synergy score measuring deviation from expected non-interaction effect. Drug 1: CCC(=C(C1=CC=CC=C1)C2=CC=C(C=C2)OCCN(C)C)C3=CC=CC=C3.C(C(=O)O)C(CC(=O)O)(C(=O)O)O. Drug 2: CC12CCC3C(C1CCC2O)C(CC4=C3C=CC(=C4)O)CCCCCCCCCS(=O)CCCC(C(F)(F)F)(F)F. Cell line: OVCAR-4. Synergy scores: CSS=3.32, Synergy_ZIP=-1.50, Synergy_Bliss=2.54, Synergy_Loewe=1.09, Synergy_HSA=1.57.